Dataset: Forward reaction prediction with 1.9M reactions from USPTO patents (1976-2016). Task: Predict the product of the given reaction. (1) Given the reactants [C-:1]#[N:2].[Na+].[F:4][C:5]([F:11])([F:10])[CH2:6][CH2:7][CH:8]=O.[C:12](=[O:15])([O-])[O-].[NH4+:16].[NH4+].[OH2:18], predict the reaction product. The product is: [F:4][C:5]([F:11])([F:10])[CH2:6][CH2:7][CH:8]1[NH:16][C:1](=[O:18])[NH:2][C:12]1=[O:15]. (2) Given the reactants [ClH:1].[CH3:2][O:3][C:4]1[CH:5]=[C:6]2[C:11](=[CH:12][C:13]=1[O:14][CH3:15])[CH2:10][NH:9][CH2:8][CH2:7]2.S(Cl)([Cl:19])(=O)=O, predict the reaction product. The product is: [ClH:19].[Cl:1][C:5]1[C:4]([O:3][CH3:2])=[C:13]([O:14][CH3:15])[C:12]([Cl:19])=[C:11]2[C:6]=1[CH2:7][CH2:8][NH:9][CH2:10]2. (3) Given the reactants [OH:1][C@H:2]1[C@H:7]2[CH2:8][C@H:4]([C@@H:5]([C:16]([O:18][CH2:19][C:20]3[CH:25]=[CH:24][CH:23]=[CH:22][CH:21]=3)=[O:17])[N:6]2[C:9]([O:11][C:12]([CH3:15])([CH3:14])[CH3:13])=[O:10])[CH2:3]1.[C:26]([O:30][CH2:31][CH3:32])(=[O:29])[C:27]#[CH:28], predict the reaction product. The product is: [CH2:31]([O:30][C:26](=[O:29])/[CH:27]=[CH:28]/[O:1][C@H:2]1[C@H:7]2[CH2:8][C@H:4]([C@@H:5]([C:16]([O:18][CH2:19][C:20]3[CH:21]=[CH:22][CH:23]=[CH:24][CH:25]=3)=[O:17])[N:6]2[C:9]([O:11][C:12]([CH3:15])([CH3:14])[CH3:13])=[O:10])[CH2:3]1)[CH3:32].